From a dataset of Peptide-MHC class I binding affinity with 185,985 pairs from IEDB/IMGT. Regression. Given a peptide amino acid sequence and an MHC pseudo amino acid sequence, predict their binding affinity value. This is MHC class I binding data. (1) The peptide sequence is YRFRKSSKK. The MHC is HLA-B35:01 with pseudo-sequence HLA-B35:01. The binding affinity (normalized) is 0.0847. (2) The peptide sequence is EPIKDMEIIF. The MHC is HLA-B07:02 with pseudo-sequence HLA-B07:02. The binding affinity (normalized) is 0.0455. (3) The peptide sequence is YPAVVPLVY. The MHC is HLA-A29:02 with pseudo-sequence HLA-A29:02. The binding affinity (normalized) is 0.560. (4) The peptide sequence is YRYGFVANF. The MHC is HLA-B40:01 with pseudo-sequence HLA-B40:01. The binding affinity (normalized) is 0.0847. (5) The binding affinity (normalized) is 0.276. The MHC is HLA-B42:01 with pseudo-sequence HLA-B42:01. The peptide sequence is RGYVFQGL.